This data is from Reaction yield outcomes from USPTO patents with 853,638 reactions. The task is: Predict the reaction yield, written as a fraction of the theoretical maximum amount of product (1.0 means a 100% yield; for example, 0.34 means a 34% yield). (1) The reactants are [H-].[Na+].[CH3:3][O:4][C:5]1[CH:6]=[CH:7][C:8]([CH2:11][OH:12])=[CH:9][CH:10]=1.C1OCCOCCOCCOCCOC1.[Cl:28][C:29]1[CH:38]=[C:37](Cl)[C:36]2[C:31](=[C:32]([Cl:42])[C:33]([O:40][CH3:41])=[CH:34][CH:35]=2)[N:30]=1.[NH4+].[Cl-]. The catalyst is CN(C=O)C.C(OCC)(=O)C.O. The product is [CH3:3][O:4][C:5]1[CH:10]=[CH:9][C:8]([CH2:11][O:12][C:37]2[C:36]3[C:31](=[C:32]([Cl:42])[C:33]([O:40][CH3:41])=[CH:34][CH:35]=3)[N:30]=[C:29]([Cl:28])[CH:38]=2)=[CH:7][CH:6]=1. The yield is 0.560. (2) The reactants are [I:1][C:2]1[CH:3]=[CH:4][C:5]([NH2:8])=[N:6][CH:7]=1.[CH3:9][C:10]1([CH3:17])[CH2:14][C:13](=O)[O:12][C:11]1=[O:16]. The catalyst is CN(C=O)C. The product is [I:1][C:2]1[CH:3]=[CH:4][C:5]([N:8]2[C:13](=[O:12])[CH2:14][C:10]([CH3:17])([CH3:9])[C:11]2=[O:16])=[N:6][CH:7]=1. The yield is 0.866. (3) The reactants are Cl[C:2]1[C:7]([C:8]([NH:10][C:11]2[CH:16]=[CH:15][C:14]([O:17][CH3:18])=[CH:13][CH:12]=2)=[O:9])=[CH:6][CH:5]=[CH:4][N:3]=1.[N:19]1[CH:24]=[CH:23][C:22]([N:25]2[CH2:30][CH2:29][CH:28]([CH2:31][NH2:32])[CH2:27][CH2:26]2)=[CH:21][CH:20]=1.C(N(CC)CC)C. The catalyst is C(O)C. The product is [CH3:18][O:17][C:14]1[CH:15]=[CH:16][C:11]([NH:10][C:8]([C:7]2[C:2]([NH:32][CH2:31][CH:28]3[CH2:27][CH2:26][N:25]([C:22]4[CH:23]=[CH:24][N:19]=[CH:20][CH:21]=4)[CH2:30][CH2:29]3)=[N:3][CH:4]=[CH:5][CH:6]=2)=[O:9])=[CH:12][CH:13]=1. The yield is 0.240. (4) The reactants are C([O-])(O)=O.[Na+].[CH:6]([C:8]1[CH:13]=[CH:12][C:11](B(O)O)=[CH:10][CH:9]=1)=[O:7].Br[C:18]1[S:19][CH:20]=[CH:21][N:22]=1. The catalyst is O.COCCOC.C(OCC)(=O)C.C1C=CC([P]([Pd]([P](C2C=CC=CC=2)(C2C=CC=CC=2)C2C=CC=CC=2)([P](C2C=CC=CC=2)(C2C=CC=CC=2)C2C=CC=CC=2)[P](C2C=CC=CC=2)(C2C=CC=CC=2)C2C=CC=CC=2)(C2C=CC=CC=2)C2C=CC=CC=2)=CC=1. The product is [S:19]1[CH:20]=[CH:21][N:22]=[C:18]1[C:11]1[CH:12]=[CH:13][C:8]([CH:6]=[O:7])=[CH:9][CH:10]=1. The yield is 0.350. (5) The reactants are [Cl:1][C:2]1[C:7]([C:8]([OH:10])=[O:9])=[CH:6][N:5]=[CH:4][CH:3]=1.[CH2:11](O)[CH3:12].CCN(C(C)C)C(C)C. The catalyst is S(Cl)(Cl)=O. The product is [Cl:1][C:2]1[C:7]([C:8]([O:10][CH2:11][CH3:12])=[O:9])=[CH:6][N:5]=[CH:4][CH:3]=1. The yield is 0.940. (6) The reactants are [N:1]1[CH:6]=[CH:5][CH:4]=[CH:3][C:2]=1[O:7][C:8]1[CH:16]=[CH:15][C:11](C(O)=O)=[CH:10][CH:9]=1.O[N:18]1C(=O)CC[C:19]1=O.CCN=C=NC[CH2:31][CH2:32]N(C)C.Cl.C([O-])([O-])=[O:38].[Na+].[Na+].[CH3:43][C:44]1([CH3:53])[CH2:49][CH:48]([NH2:50])[CH2:47][C:46]([CH3:52])([CH3:51])[NH:45]1. The catalyst is C(Cl)Cl. The product is [CH3:19][NH:18][C:6]1[N:1]=[C:2]([O:7][CH2:8][C:16]2[CH:15]=[CH:11][C:10]([C:9]([NH:50][CH:48]3[CH2:47][C:46]([CH3:52])([CH3:51])[NH:45][C:44]([CH3:53])([CH3:43])[CH2:49]3)=[O:38])=[CH:32][CH:31]=2)[CH:3]=[CH:4][CH:5]=1. The yield is 0.390. (7) The reactants are [C:1](Cl)([C:14]1[CH:19]=[CH:18][CH:17]=[CH:16][CH:15]=1)([C:8]1[CH:13]=[CH:12][CH:11]=[CH:10][CH:9]=1)[C:2]1[CH:7]=[CH:6][CH:5]=[CH:4][CH:3]=1.[Br:21][C:22]1[CH:27]=[C:26]([CH2:28][OH:29])[CH:25]=[CH:24][C:23]=1[CH2:30][OH:31].C(N([CH2:37][CH3:38])CC)C. The catalyst is CN(C=O)C.CN(C1C=CN=CC=1)C. The product is [Br:21][C:22]1[CH:27]=[C:26]([CH2:28][O:29][C:1]([C:14]2[CH:19]=[CH:18][CH:17]=[CH:16][CH:15]=2)([C:8]2[CH:13]=[CH:12][CH:11]=[CH:10][CH:9]=2)[C:2]2[CH:7]=[CH:6][CH:5]=[CH:4][CH:3]=2)[CH:25]=[CH:24][C:23]=1[CH2:30][O:31][C:1]([C:38]1[CH:37]=[CH:19][CH:14]=[CH:15][CH:16]=1)([C:2]1[CH:7]=[CH:6][CH:5]=[CH:4][CH:3]=1)[C:8]1[CH:13]=[CH:12][CH:11]=[CH:10][CH:9]=1. The yield is 0.180. (8) The reactants are [N:1]1[C:10]2[C:5](=[CH:6][C:7]([CH2:11][C:12]3[N:16]4[N:17]=[C:18]([C:21](=O)[CH3:22])[CH:19]=[CH:20][C:15]4=[N:14][N:13]=3)=[CH:8][CH:9]=2)[CH:4]=[CH:3][CH:2]=1.Cl.[NH2:25][O:26][CH:27]([CH3:30])[CH2:28][OH:29]. The catalyst is CO. The product is [OH:29][CH2:28][CH:27]([O:26]/[N:25]=[C:21](/[C:18]1[CH:19]=[CH:20][C:15]2[N:16]([C:12]([CH2:11][C:7]3[CH:6]=[C:5]4[C:10](=[CH:9][CH:8]=3)[N:1]=[CH:2][CH:3]=[CH:4]4)=[N:13][N:14]=2)[N:17]=1)\[CH3:22])[CH3:30]. The yield is 0.440. (9) The reactants are [CH3:1][N:2]([CH2:4][C:5]1[C:13]2[C:8](=[CH:9][CH:10]=[CH:11][CH:12]=2)[NH:7][N:6]=1)[CH3:3].[CH3:14][I:15]. The catalyst is C(OCC)(=O)C. The product is [I-:15].[NH:7]1[C:8]2[C:13](=[CH:12][CH:11]=[CH:10][CH:9]=2)[C:5]([CH2:4][N+:2]([CH3:14])([CH3:1])[CH3:3])=[N:6]1. The yield is 0.970. (10) The reactants are [CH2:1]([N:8]([CH2:18][CH2:19][CH2:20][N:21]([CH2:31][C:32]1[CH:37]=[CH:36][CH:35]=[CH:34][CH:33]=1)[C:22]([O:24][CH2:25][C:26]1[S:30][CH:29]=[N:28][CH:27]=1)=[O:23])[C:9](=[O:17])[O:10][CH2:11][C:12]1[S:16][CH:15]=[N:14][CH:13]=1)[C:2]1[CH:7]=[CH:6][CH:5]=[CH:4][CH:3]=1.[H-].[Na+].[C:40]1([C:40]2[CH:45]=[CH:44][C:43](CBr)=[CH:42][CH:41]=2)[CH:45]=[CH:44][CH:43]=[CH:42][CH:41]=1. The product is [C:35]1([C:2]2[CH:7]=[CH:6][CH:5]=[CH:4][CH:3]=2)[CH:34]=[CH:33][C:32]([CH2:31][N:21]([CH2:20][CH2:19][CH2:18][N:8]([CH2:1][C:2]2[CH:7]=[CH:6][C:5]([C:40]3[CH:45]=[CH:44][CH:43]=[CH:42][CH:41]=3)=[CH:4][CH:3]=2)[C:9]([O:10][CH2:11][C:12]2[S:16][CH:15]=[N:14][CH:13]=2)=[O:17])[C:22](=[O:23])[O:24][CH2:25][C:26]2[S:30][CH:29]=[N:28][CH:27]=2)=[CH:37][CH:36]=1. The yield is 0.250. No catalyst specified.